Task: Predict the reactants needed to synthesize the given product.. Dataset: Full USPTO retrosynthesis dataset with 1.9M reactions from patents (1976-2016) (1) Given the product [CH:28]1([O:18][C:17](=[O:19])[C@@H:16]([NH:20][C:21]([O:23][C:24]([CH3:27])([CH3:26])[CH3:25])=[O:22])[CH2:15][C:12]2[CH:13]=[CH:14][C:9]([O:8][CH2:1][C:2]3[CH:3]=[CH:4][CH:5]=[CH:6][CH:7]=3)=[CH:10][CH:11]=2)[CH2:32][CH2:31][CH2:30][CH2:29]1, predict the reactants needed to synthesize it. The reactants are: [CH2:1]([O:8][C:9]1[CH:14]=[CH:13][C:12]([CH2:15][C@H:16]([NH:20][C:21]([O:23][C:24]([CH3:27])([CH3:26])[CH3:25])=[O:22])[C:17]([OH:19])=[O:18])=[CH:11][CH:10]=1)[C:2]1[CH:7]=[CH:6][CH:5]=[CH:4][CH:3]=1.[CH:28]1(O)[CH2:32][CH2:31][CH2:30][CH2:29]1.CCN=C=NCCCN(C)C.Cl.O. (2) Given the product [CH3:8][C:7]1[N:6]([C:9]2[CH:14]=[CH:13][CH:12]=[C:11]([C:15]([F:17])([F:18])[F:16])[CH:10]=2)[C:5](=[O:19])[C:4]([C:20]([NH:22][CH2:23][C:24]2[CH:25]=[CH:26][C:27]([S:30]([CH3:33])(=[O:32])=[O:31])=[CH:28][CH:29]=2)=[O:21])=[CH:3][C:2]=1[CH:34]=[CH2:35], predict the reactants needed to synthesize it. The reactants are: I[C:2]1[CH:3]=[C:4]([C:20]([NH:22][CH2:23][C:24]2[CH:29]=[CH:28][C:27]([S:30]([CH3:33])(=[O:32])=[O:31])=[CH:26][CH:25]=2)=[O:21])[C:5](=[O:19])[N:6]([C:9]2[CH:14]=[CH:13][CH:12]=[C:11]([C:15]([F:18])([F:17])[F:16])[CH:10]=2)[C:7]=1[CH3:8].[CH2:34]([Sn](CCCC)(CCCC)C=C)[CH2:35]CC. (3) Given the product [ClH:40].[ClH:40].[ClH:40].[ClH:40].[ClH:40].[F:1][C:2]1[CH:7]=[CH:6][C:5]([CH:8]([N:31]2[CH2:32][CH2:33][N:34]([CH:37]([CH3:39])[CH3:38])[CH2:35][CH2:36]2)[CH2:9][N:10]2[CH2:15][CH2:14][N:13]([CH2:16][CH2:17][CH2:18][C:19]3[C:20]([C:25]4[CH:30]=[CH:29][CH:28]=[CH:27][CH:26]=4)=[N:21][CH:22]=[N:23][CH:24]=3)[CH2:12][CH2:11]2)=[CH:4][CH:3]=1, predict the reactants needed to synthesize it. The reactants are: [F:1][C:2]1[CH:7]=[CH:6][C:5]([CH:8]([N:31]2[CH2:36][CH2:35][N:34]([CH:37]([CH3:39])[CH3:38])[CH2:33][CH2:32]2)[CH2:9][N:10]2[CH2:15][CH2:14][N:13]([CH2:16][CH2:17][CH2:18][C:19]3[C:20]([C:25]4[CH:30]=[CH:29][CH:28]=[CH:27][CH:26]=4)=[N:21][CH:22]=[N:23][CH:24]=3)[CH2:12][CH2:11]2)=[CH:4][CH:3]=1.[ClH:40].O1CCOCC1. (4) Given the product [CH2:23]([C:7]1[N:8]=[C:9]2[N:13]([C:14]3[C:19]([CH3:20])=[CH:18][C:17]([CH3:21])=[CH:16][C:15]=3[CH3:22])[CH2:12][CH2:11][N:10]2[C:6]=1[C:4]([OH:5])([CH2:31][CH2:30][CH3:35])[CH2:25][CH2:26][CH3:27])[CH3:24], predict the reactants needed to synthesize it. The reactants are: C(O[C:4]([C:6]1[N:10]2[CH2:11][CH2:12][N:13]([C:14]3[C:19]([CH3:20])=[CH:18][C:17]([CH3:21])=[CH:16][C:15]=3[CH3:22])[C:9]2=[N:8][C:7]=1[CH2:23][CH3:24])=[O:5])C.[CH2:25]([Mg]Cl)[CH2:26][CH3:27].[C:30]1(C)[CH:35]=CC=C[CH:31]=1. (5) Given the product [C:1]([C@:8]([NH2:17])([CH2:13][CH2:14][CH2:15][Br:38])[C:9]([O:11][CH3:12])=[O:10])([O:3][C:4]([CH3:7])([CH3:6])[CH3:5])=[O:2], predict the reactants needed to synthesize it. The reactants are: [C:1]([C@:8]([NH2:17])([CH2:13][CH2:14][CH2:15]O)[C:9]([O:11][CH3:12])=[O:10])([O:3][C:4]([CH3:7])([CH3:6])[CH3:5])=[O:2].C1(P(C2C=CC=CC=2)C2C=CC=CC=2)C=CC=CC=1.C(Br)(Br)(Br)[Br:38]. (6) Given the product [Br-:27].[CH3:1][CH:2]1[CH2:7][CH:6]([CH3:8])[CH2:5][N:4]([CH:9]([C:21]2[CH:26]=[CH:25][CH:24]=[CH:23][CH:22]=2)[C:10]([O:12][C@@H:13]2[CH:18]3[CH2:17][CH2:16][N+:15]([CH2:28][C:29](=[O:30])[C:31]4[CH:36]=[CH:35][CH:34]=[CH:33][CH:32]=4)([CH2:20][CH2:19]3)[CH2:14]2)=[O:11])[CH2:3]1, predict the reactants needed to synthesize it. The reactants are: [CH3:1][CH:2]1[CH2:7][CH:6]([CH3:8])[CH2:5][N:4]([CH:9]([C:21]2[CH:26]=[CH:25][CH:24]=[CH:23][CH:22]=2)[C:10]([O:12][C@@H:13]2[CH:18]3[CH2:19][CH2:20][N:15]([CH2:16][CH2:17]3)[CH2:14]2)=[O:11])[CH2:3]1.[Br:27][CH2:28][C:29]([C:31]1[CH:36]=[CH:35][CH:34]=[CH:33][CH:32]=1)=[O:30].